The task is: Predict the reactants needed to synthesize the given product.. This data is from Full USPTO retrosynthesis dataset with 1.9M reactions from patents (1976-2016). (1) Given the product [C:41]12([NH:51][C:30]([C@@H:29]3[CH2:28][CH2:27][S:26](=[O:33])(=[O:34])[N:25]3[CH2:24][C:23]3[CH:35]=[CH:36][CH:37]=[C:21]([CH2:20][N:9]([CH2:8][C:7]4[C:2]([Cl:1])=[CH:3][CH:4]=[C:5]([O:39][CH3:40])[C:6]=4[F:38])[C@H:10]([CH2:16][N:17]([CH3:19])[CH3:18])[CH2:11][C:12]([CH3:14])([CH3:15])[CH3:13])[CH:22]=3)=[O:31])[CH2:48][CH:47]3[CH2:46][CH:45]([CH2:44][CH:43]([CH2:49]3)[CH2:42]1)[CH2:50]2, predict the reactants needed to synthesize it. The reactants are: [Cl:1][C:2]1[C:7]([CH2:8][N:9]([CH2:20][C:21]2[CH:22]=[C:23]([CH:35]=[CH:36][CH:37]=2)[CH2:24][N:25]2[CH:29]([C:30](O)=[O:31])[CH2:28][CH2:27][S:26]2(=[O:34])=[O:33])[C@H:10]([CH2:16][N:17]([CH3:19])[CH3:18])[CH2:11][C:12]([CH3:15])([CH3:14])[CH3:13])=[C:6]([F:38])[C:5]([O:39][CH3:40])=[CH:4][CH:3]=1.[C:41]12([NH2:51])[CH2:50][CH:45]3[CH2:46][CH:47]([CH2:49][CH:43]([CH2:44]3)[CH2:42]1)[CH2:48]2. (2) Given the product [Cl:12][C:10]1[C:9]([CH2:13][C:14]2[CH:15]=[CH:16][C:17]([CH2:20][CH3:21])=[CH:18][CH:19]=2)=[CH:8][C:7]([C@H:22]2[C@H:27]([O:28][CH2:29][C:30]3[CH:35]=[CH:34][CH:33]=[CH:32][CH:31]=3)[C@@H:26]([O:36][CH2:37][C:38]3[CH:39]=[CH:40][CH:41]=[CH:42][CH:43]=3)[C@H:25]([O:44][CH2:45][C:46]3[CH:51]=[CH:50][CH:49]=[CH:48][CH:47]=3)[C@@H:24]([CH2:52][O:53][CH2:54][C:55]3[CH:60]=[CH:59][CH:58]=[CH:57][CH:56]=3)[O:23]2)=[C:6]([CH:11]=1)[CH2:5][O:4][CH2:1][C:2](=[O:65])[CH3:3], predict the reactants needed to synthesize it. The reactants are: [CH2:1]([O:4][CH2:5][C:6]1[CH:11]=[C:10]([Cl:12])[C:9]([CH2:13][C:14]2[CH:19]=[CH:18][C:17]([CH2:20][CH3:21])=[CH:16][CH:15]=2)=[CH:8][C:7]=1[C@H:22]1[C@H:27]([O:28][CH2:29][C:30]2[CH:35]=[CH:34][CH:33]=[CH:32][CH:31]=2)[C@@H:26]([O:36][CH2:37][C:38]2[CH:43]=[CH:42][CH:41]=[CH:40][CH:39]=2)[C@H:25]([O:44][CH2:45][C:46]2[CH:51]=[CH:50][CH:49]=[CH:48][CH:47]=2)[C@@H:24]([CH2:52][O:53][CH2:54][C:55]2[CH:60]=[CH:59][CH:58]=[CH:57][CH:56]=2)[O:23]1)[CH:2]=[CH2:3].CN(C=[O:65])C. (3) Given the product [Br:1][CH:2]([CH2:15][Br:16])[CH2:3][O:4][C:5]1[CH:10]=[CH:9][N:8]=[CH:7][C:6]=1[OH:11], predict the reactants needed to synthesize it. The reactants are: [Br:1][CH:2]([CH2:15][Br:16])[CH2:3][O:4][C:5]1[CH:10]=[CH:9][N:8]=[CH:7][C:6]=1[O:11]COC.Cl. (4) The reactants are: [C:1]([NH:18][CH2:19][CH2:20][CH2:21][CH2:22][CH2:23][C:24]([OH:26])=O)([O:3][CH2:4][CH:5]1[C:17]2[C:12](=[CH:13][CH:14]=[CH:15][CH:16]=2)[C:11]2[C:6]1=[CH:7][CH:8]=[CH:9][CH:10]=2)=[O:2].ON1C(=O)CCC1=O.C1(N=C=NC2CCCCC2)CCCCC1.[NH2:50][C@@H:51]([CH2:55][OH:56])[C@H:52]([CH3:54])[OH:53]. Given the product [C:1]([NH:18][CH2:19][CH2:20][CH2:21][CH2:22][CH2:23][C:24]([NH:50][C@@H:51]([CH2:55][OH:56])[C@H:52]([CH3:54])[OH:53])=[O:26])([O:3][CH2:4][CH:5]1[C:17]2[C:12](=[CH:13][CH:14]=[CH:15][CH:16]=2)[C:11]2[C:6]1=[CH:7][CH:8]=[CH:9][CH:10]=2)=[O:2], predict the reactants needed to synthesize it. (5) The reactants are: [CH3:1][N:2]([CH3:15])[CH2:3][CH2:4][N:5]1[C:9]2[CH:10]=[CH:11][CH:12]=[CH:13][C:8]=2[NH:7][C:6]1=[O:14].[Cl:16][C:17]1[S:21][C:20]([S:22](Cl)(=[O:24])=[O:23])=[CH:19][CH:18]=1.C(N(C(C)C)CC)(C)C.CN(C1C=CC=CN=1)C. Given the product [Cl:16][C:17]1[S:21][C:20]([S:22]([N:7]2[C:8]3[CH:13]=[CH:12][CH:11]=[CH:10][C:9]=3[N:5]([CH2:4][CH2:3][N:2]([CH3:15])[CH3:1])[C:6]2=[O:14])(=[O:24])=[O:23])=[CH:19][CH:18]=1, predict the reactants needed to synthesize it. (6) Given the product [CH3:41][C:42]1[CH:43]=[C:44]([CH:47]=[CH:48][CH:49]=1)[CH2:45][C:2]1[N:3]=[C:4]([CH2:7][OH:8])[S:5][CH:6]=1, predict the reactants needed to synthesize it. The reactants are: Br[C:2]1[N:3]=[C:4]([CH2:7][OH:8])[S:5][CH:6]=1.C1(P(C2CCCCC2)C2C=CC=CC=2C2C(N(C)C)=CC=CC=2N(C)C)CCCCC1.[Cl-].[CH3:41][C:42]1[CH:43]=[C:44]([CH:47]=[CH:48][CH:49]=1)[CH2:45][Zn+].C1COCC1. (7) Given the product [Br:38][C:37]1[CH:36]=[CH:35][C:17]([C:18](=[O:19])[NH:20][CH2:21][C:22]2[CH:27]=[CH:26][CH:25]=[CH:24][C:23]=2[N:28]2[CH2:29][CH2:30][N:31]([CH3:34])[CH2:32][CH2:33]2)=[CH:16][C:15]=1[NH:14][C:11]([C:4]1[N:5]2[CH:10]=[CH:9][CH:8]=[CH:7][C:6]2=[N:2][CH:3]=1)=[O:12], predict the reactants needed to synthesize it. The reactants are: Cl.[N:2]1[CH:3]=[C:4]([C:11](Cl)=[O:12])[N:5]2[CH:10]=[CH:9][CH:8]=[CH:7][C:6]=12.[NH2:14][C:15]1[CH:16]=[C:17]([CH:35]=[CH:36][C:37]=1[Br:38])[C:18]([NH:20][CH2:21][C:22]1[CH:27]=[CH:26][CH:25]=[CH:24][C:23]=1[N:28]1[CH2:33][CH2:32][N:31]([CH3:34])[CH2:30][CH2:29]1)=[O:19]. (8) The reactants are: [F:1][C:2]1[C:3]([N:9]([CH3:11])[CH3:10])=[N:4][CH:5]=[C:6]([NH2:8])[CH:7]=1.[CH3:12][C:13]1([CH3:21])[O:20][C:18](=[O:19])[CH2:17][C:15](=[O:16])[O:14]1.[CH:22](OCC)(OCC)OCC. Given the product [CH3:10][N:9]([CH3:11])[C:3]1[N:4]=[CH:5][C:6]([NH:8][CH:22]=[C:17]2[C:18](=[O:19])[O:20][C:13]([CH3:21])([CH3:12])[O:14][C:15]2=[O:16])=[CH:7][C:2]=1[F:1], predict the reactants needed to synthesize it. (9) Given the product [CH3:1][O:2][C:3](=[O:41])[C@@H:4]([NH:25][C:26](=[O:40])[CH2:27][O:28][CH2:29][CH2:30][O:31][CH2:32][CH2:33][O:34][CH2:35][CH2:36][NH:37][C:42]([O:44][C:45]([CH3:48])([CH3:47])[CH3:46])=[O:43])[CH2:5][CH2:6][CH2:7][CH2:8][NH:9][C:10](=[O:24])[CH2:11][O:12][CH2:13][CH2:14][O:15][CH2:16][CH2:17][O:18][CH2:19][CH2:20][NH:21][C:42]([O:44][C:45]([CH3:48])([CH3:47])[CH3:46])=[O:43], predict the reactants needed to synthesize it. The reactants are: [CH3:1][O:2][C:3](=[O:41])[C@@H:4]([NH:25][C:26](=[O:40])[CH2:27][O:28][CH2:29][CH2:30][O:31][CH2:32][CH2:33][O:34][CH2:35][CH2:36][N:37]=[N+]=[N-])[CH2:5][CH2:6][CH2:7][CH2:8][NH:9][C:10](=[O:24])[CH2:11][O:12][CH2:13][CH2:14][O:15][CH2:16][CH2:17][O:18][CH2:19][CH2:20][N:21]=[N+]=[N-].[C:42](O[C:42]([O:44][C:45]([CH3:48])([CH3:47])[CH3:46])=[O:43])([O:44][C:45]([CH3:48])([CH3:47])[CH3:46])=[O:43].